From a dataset of Catalyst prediction with 721,799 reactions and 888 catalyst types from USPTO. Predict which catalyst facilitates the given reaction. Reactant: Cl.[CH3:2][NH:3][C:4]([N:6]1[CH2:11][CH2:10][NH:9][CH2:8][CH2:7]1)=[O:5].C([O-])([O-])=O.[K+].[K+].[C:18]([O:22][C:23](=[O:27])[CH:24](Br)[CH3:25])([CH3:21])([CH3:20])[CH3:19]. The catalyst class is: 10. Product: [CH3:2][NH:3][C:4]([N:6]1[CH2:11][CH2:10][N:9]([CH2:25][CH2:24][C:23]([O:22][C:18]([CH3:21])([CH3:20])[CH3:19])=[O:27])[CH2:8][CH2:7]1)=[O:5].